The task is: Predict the reactants needed to synthesize the given product.. This data is from Full USPTO retrosynthesis dataset with 1.9M reactions from patents (1976-2016). (1) Given the product [C:1]([O:5][CH:6]([C:11]1[C:16]([CH3:17])=[CH:15][CH:14]=[C:13]([C:36]([CH3:38])=[CH2:37])[C:12]=1[C:26]1[CH:27]=[CH:28][C:29]2[O:34][CH2:33][CH2:32][CH2:31][C:30]=2[CH:35]=1)[C:7]([O:9][CH3:10])=[O:8])([CH3:4])([CH3:2])[CH3:3], predict the reactants needed to synthesize it. The reactants are: [C:1]([O:5][CH:6]([C:11]1[C:16]([CH3:17])=[CH:15][CH:14]=[C:13](OS(C(F)(F)F)(=O)=O)[C:12]=1[C:26]1[CH:27]=[CH:28][C:29]2[O:34][CH2:33][CH2:32][CH2:31][C:30]=2[CH:35]=1)[C:7]([O:9][CH3:10])=[O:8])([CH3:4])([CH3:3])[CH3:2].[C:36](B1OC(C)(C)C(C)(C)O1)([CH3:38])=[CH2:37].C(=O)([O-])[O-].[K+].[K+]. (2) Given the product [Br:1][C:2]1[CH:3]=[C:4]([C:15]2[CH:16]=[CH:19][N:23]=[C:24]([NH2:26])[N:25]=2)[CH:5]=[CH:6][C:7]=1[O:8][CH2:9][O:10][CH2:11][CH2:12][O:13][CH3:14], predict the reactants needed to synthesize it. The reactants are: [Br:1][C:2]1[CH:3]=[C:4]([C:15](=O)[CH3:16])[CH:5]=[CH:6][C:7]=1[O:8][CH2:9][O:10][CH2:11][CH2:12][O:13][CH3:14].[O-][CH2:19]C.[Na+].Cl.[NH2:23][C:24]([NH2:26])=[NH:25]. (3) Given the product [CH3:20][N:21]([CH3:22])[CH2:3][CH2:2][C:1]([N:5]1[C:14]2[C:9](=[CH:10][C:11]([O:18][CH3:19])=[C:12]([N+:15]([O-:17])=[O:16])[CH:13]=2)[CH2:8][CH2:7][CH2:6]1)=[O:4], predict the reactants needed to synthesize it. The reactants are: [C:1]([N:5]1[C:14]2[C:9](=[CH:10][C:11]([O:18][CH3:19])=[C:12]([N+:15]([O-:17])=[O:16])[CH:13]=2)[CH2:8][CH2:7][CH2:6]1)(=[O:4])[CH:2]=[CH2:3].[CH3:20][NH:21][CH3:22]. (4) Given the product [CH:3]1([CH:11]([CH:7]2[CH2:10][CH2:9][CH2:8]2)[OH:12])[CH2:6][CH2:5][CH2:4]1, predict the reactants needed to synthesize it. The reactants are: [Mg].Br[CH:3]1[CH2:6][CH2:5][CH2:4]1.[CH:7]1([CH:11]=[O:12])[CH2:10][CH2:9][CH2:8]1. (5) The reactants are: [C:1]1(=[O:8])[O:7][C:5](=[O:6])[CH2:4][O:3][CH2:2]1.[CH3:9][N:10]1[C:14]([C:15]([NH2:17])=[O:16])=[C:13]([NH2:18])[C:12]([CH2:19][CH2:20][CH3:21])=[N:11]1. Given the product [NH2:17][C:15]([C:14]1[N:10]([CH3:9])[N:11]=[C:12]([CH2:19][CH2:20][CH3:21])[C:13]=1[NH:18][C:5]([CH2:4][O:3][CH2:2][C:1]([OH:7])=[O:8])=[O:6])=[O:16], predict the reactants needed to synthesize it. (6) Given the product [CH3:31][O:30][C:22]1[CH:21]=[C:20]([NH:19][C:12](=[O:14])[C:11]2[CH:15]=[CH:16][CH:17]=[C:9]([B:4]3[O:5][C:6]([CH3:7])([CH3:8])[C:2]([CH3:1])([CH3:18])[O:3]3)[CH:10]=2)[CH:29]=[CH:28][C:23]=1[C:24]([O:26][CH3:27])=[O:25], predict the reactants needed to synthesize it. The reactants are: [CH3:1][C:2]1([CH3:18])[C:6]([CH3:8])([CH3:7])[O:5][B:4]([C:9]2[CH:10]=[C:11]([CH:15]=[CH:16][CH:17]=2)[C:12]([OH:14])=O)[O:3]1.[NH2:19][C:20]1[CH:29]=[CH:28][C:23]([C:24]([O:26][CH3:27])=[O:25])=[C:22]([O:30][CH3:31])[CH:21]=1.CCN=C=NCCCN(C)C.O. (7) The reactants are: [CH3:1][O:2][C:3]1[N:8]=[CH:7][C:6]([CH2:9][C:10]2[N:15]=[C:14]([C:16]#[N:17])[CH:13]=[CH:12][CH:11]=2)=[CH:5][CH:4]=1.COC1N=[CH:24][C:23]([CH2:26][C:27]2[CH:32]=[CH:31][CH:30]=[CH:29][N+:28]=2[O-])=CC=1.C[Si](C#N)(C)C.C(Cl)(=O)N. Given the product [CH3:1][O:2][C:3]1[N:8]=[CH:7][C:6]([CH2:9][C:10]2[N:15]=[C:14]([C:16]3[N:28]=[CH:29][C:30]4[CH2:24][CH2:23][CH2:26][CH2:27][CH2:32][C:31]=4[N:17]=3)[CH:13]=[CH:12][CH:11]=2)=[CH:5][CH:4]=1, predict the reactants needed to synthesize it. (8) Given the product [F:30][C:31]1[CH:32]=[CH:33][C:34]([N:37]2[CH2:42][CH2:41][N:40]([CH2:23][C:6]3[N:7]=[C:8]([C:12]4[S:13][C:14]5[CH:22]=[CH:21][CH:20]=[CH:19][C:15]=5[C:16](=[O:18])[N:17]=4)[CH:9]=[CH:10][CH:11]=3)[CH2:39][CH2:38]2)=[CH:35][CH:36]=1, predict the reactants needed to synthesize it. The reactants are: CS(O[C:6]1[CH:11]=[CH:10][CH:9]=[C:8]([C:12]2[S:13][C:14]3[CH:22]=[CH:21][CH:20]=[CH:19][C:15]=3[C:16](=[O:18])[N:17]=2)[N:7]=1)(=O)=O.[CH2:23](N(CC)CC)C.[F:30][C:31]1[CH:36]=[CH:35][C:34]([N:37]2[CH2:42][CH2:41][NH:40][CH2:39][CH2:38]2)=[CH:33][CH:32]=1.C(OCC)(=O)C. (9) Given the product [CH2:13]([C:17]1[N:18]([CH2:31][C:32]2[CH:33]=[CH:34][C:35]([C:38]3[C:39]([C:44](=[N:11][OH:12])[NH2:45])=[CH:40][CH:41]=[CH:42][CH:43]=3)=[CH:36][CH:37]=2)[C:19]([CH2:29][OH:30])=[C:20]([C:22]2[CH:23]=[CH:24][C:25]([F:28])=[CH:26][CH:27]=2)[N:21]=1)[CH2:14][CH2:15][CH3:16], predict the reactants needed to synthesize it. The reactants are: CS(C)=O.C(=O)([O-])O.[Na+].Cl.[NH2:11][OH:12].[CH2:13]([C:17]1[N:18]([CH2:31][C:32]2[CH:37]=[CH:36][C:35]([C:38]3[C:39]([C:44]#[N:45])=[CH:40][CH:41]=[CH:42][CH:43]=3)=[CH:34][CH:33]=2)[C:19]([CH2:29][OH:30])=[C:20]([C:22]2[CH:27]=[CH:26][C:25]([F:28])=[CH:24][CH:23]=2)[N:21]=1)[CH2:14][CH2:15][CH3:16].